This data is from Forward reaction prediction with 1.9M reactions from USPTO patents (1976-2016). The task is: Predict the product of the given reaction. Given the reactants C(S(C1C=C(C2C=CC(O)=C3C=2C2C=C(C)C=NC=2N3)C=CC=1)(=O)=O)C.[CH2:27]([S:29]([C:32]1[CH:33]=[C:34]([C:38]2[CH:46]=[CH:45][C:44]([O:47][CH2:48][C@@H:49]([OH:52])[CH2:50][OH:51])=[C:43]3[C:39]=2[C:40]2[CH:56]=[C:55]([CH3:57])[CH:54]=[N:53][C:41]=2[NH:42]3)[CH:35]=[CH:36][CH:37]=1)(=[O:31])=[O:30])[CH3:28], predict the reaction product. The product is: [CH2:27]([S:29]([C:32]1[CH:33]=[C:34]([C:38]2[CH:46]=[CH:45][C:44]([O:47][CH2:48][C@H:49]([OH:52])[CH2:50][OH:51])=[C:43]3[C:39]=2[C:40]2[CH:56]=[C:55]([CH3:57])[CH:54]=[N:53][C:41]=2[NH:42]3)[CH:35]=[CH:36][CH:37]=1)(=[O:31])=[O:30])[CH3:28].